Dataset: CYP3A4 inhibition data for predicting drug metabolism from PubChem BioAssay. Task: Regression/Classification. Given a drug SMILES string, predict its absorption, distribution, metabolism, or excretion properties. Task type varies by dataset: regression for continuous measurements (e.g., permeability, clearance, half-life) or binary classification for categorical outcomes (e.g., BBB penetration, CYP inhibition). Dataset: cyp3a4_veith. The result is 1 (inhibitor). The drug is COc1ccccc1/C=C/C(=O)c1c2c(c(C)[nH]c1=O)CCCC2.